This data is from Full USPTO retrosynthesis dataset with 1.9M reactions from patents (1976-2016). The task is: Predict the reactants needed to synthesize the given product. (1) Given the product [Cl:1][C:2]1[CH:28]=[CH:27][C:5]2[S:6][CH:7]=[C:8]([CH2:9][N:10]3[C:18]4[C:13](=[CH:14][CH:15]=[CH:16][CH:17]=4)[C:12]([CH2:19][C:20]4[NH:26][C:24]([OH:25])=[N:23][N:22]=4)=[CH:11]3)[C:4]=2[CH:3]=1, predict the reactants needed to synthesize it. The reactants are: [Cl:1][C:2]1[CH:28]=[CH:27][C:5]2[S:6][CH:7]=[C:8]([CH2:9][N:10]3[C:18]4[C:13](=[CH:14][CH:15]=[CH:16][CH:17]=4)[C:12]([CH2:19][C:20]([NH:22][NH:23][C:24]([NH2:26])=[O:25])=O)=[CH:11]3)[C:4]=2[CH:3]=1.Cl. (2) Given the product [NH2:1][C:2]1[C:3]([C:14]2[CH:26]=[CH:25][C:17]([C:18]([OH:20])=[O:19])=[C:16]([F:27])[CH:15]=2)=[N:4][C:5]([CH:8]2[CH2:13][CH2:12][O:11][CH2:10][CH2:9]2)=[CH:6][N:7]=1, predict the reactants needed to synthesize it. The reactants are: [NH2:1][C:2]1[C:3]([C:14]2[CH:26]=[CH:25][C:17]([C:18]([O:20]C(C)(C)C)=[O:19])=[C:16]([F:27])[CH:15]=2)=[N:4][C:5]([CH:8]2[CH2:13][CH2:12][O:11][CH2:10][CH2:9]2)=[CH:6][N:7]=1.C(O)(C(F)(F)F)=O. (3) Given the product [CH2:1]([NH:13][C:14](=[O:17])[CH2:15][CH2:10][CH2:9][CH2:8][CH2:7][CH2:6][CH2:5][CH2:4][CH:19]=[CH2:20])[CH2:2][CH2:3][NH:13][C:1](=[O:12])[CH2:2][CH2:3][CH2:4][CH2:5][CH2:6][CH2:7][CH2:8][CH2:9][CH:10]=[CH2:11], predict the reactants needed to synthesize it. The reactants are: [C:1]([NH2:13])(=[O:12])[CH:2]=[CH:3][CH2:4][CH2:5][CH2:6][CH2:7][CH2:8][CH2:9][CH2:10][CH3:11].[C:14]([O-:17])(=O)[CH3:15].[Na+].[C:19](OO)(=O)[CH3:20].S([O-])([O-])=O.[Na+].[Na+]. (4) Given the product [F:1][C:2]1[CH:3]=[C:4]([CH:16]=[CH:17][CH:18]=1)[CH2:5][O:6][C:7]1[N:8]=[CH:9][C:10]([NH2:13])=[CH:11][CH:12]=1, predict the reactants needed to synthesize it. The reactants are: [F:1][C:2]1[CH:3]=[C:4]([CH:16]=[CH:17][CH:18]=1)[CH2:5][O:6][C:7]1[CH:12]=[CH:11][C:10]([N+:13]([O-])=O)=[CH:9][N:8]=1.